From a dataset of Retrosynthesis with 50K atom-mapped reactions and 10 reaction types from USPTO. Predict the reactants needed to synthesize the given product. Given the product CCN(CC)CCCOc1ccc(-c2cc3ccccc3o2)cc1, predict the reactants needed to synthesize it. The reactants are: CCN(CC)CCCCl.Oc1ccc(-c2cc3ccccc3o2)cc1.